Dataset: NCI-60 drug combinations with 297,098 pairs across 59 cell lines. Task: Regression. Given two drug SMILES strings and cell line genomic features, predict the synergy score measuring deviation from expected non-interaction effect. (1) Drug 1: C1=CN(C=N1)CC(O)(P(=O)(O)O)P(=O)(O)O. Drug 2: CC1=C(N=C(N=C1N)C(CC(=O)N)NCC(C(=O)N)N)C(=O)NC(C(C2=CN=CN2)OC3C(C(C(C(O3)CO)O)O)OC4C(C(C(C(O4)CO)O)OC(=O)N)O)C(=O)NC(C)C(C(C)C(=O)NC(C(C)O)C(=O)NCCC5=NC(=CS5)C6=NC(=CS6)C(=O)NCCC[S+](C)C)O. Cell line: OVCAR-5. Synergy scores: CSS=17.8, Synergy_ZIP=-4.82, Synergy_Bliss=-0.0814, Synergy_Loewe=-11.4, Synergy_HSA=-1.57. (2) Drug 1: CS(=O)(=O)C1=CC(=C(C=C1)C(=O)NC2=CC(=C(C=C2)Cl)C3=CC=CC=N3)Cl. Drug 2: C1CC(=O)NC(=O)C1N2C(=O)C3=CC=CC=C3C2=O. Cell line: OVCAR3. Synergy scores: CSS=4.25, Synergy_ZIP=4.45, Synergy_Bliss=12.0, Synergy_Loewe=0.135, Synergy_HSA=1.80.